This data is from Catalyst prediction with 721,799 reactions and 888 catalyst types from USPTO. The task is: Predict which catalyst facilitates the given reaction. Reactant: [Br:1][C:2]1[CH:3]=[C:4]([SH:8])[CH:5]=[CH:6][CH:7]=1.[H-].[Na+].Br[CH2:12][CH2:13][CH2:14][C:15]([O:17][CH2:18][CH3:19])=[O:16]. Product: [Br:1][C:2]1[CH:3]=[C:4]([S:8][CH2:12][CH2:13][CH2:14][C:15]([O:17][CH2:18][CH3:19])=[O:16])[CH:5]=[CH:6][CH:7]=1. The catalyst class is: 3.